This data is from Reaction yield outcomes from USPTO patents with 853,638 reactions. The task is: Predict the reaction yield, written as a fraction of the theoretical maximum amount of product (1.0 means a 100% yield; for example, 0.34 means a 34% yield). The reactants are Br[C:2]1[C:11]2[C:6](=[CH:7][CH:8]=[CH:9][CH:10]=2)[C:5]([CH3:12])=[C:4]([N:13]([CH2:28][C:29]2[CH:34]=[CH:33][C:32]([O:35][C:36]([F:39])([F:38])[F:37])=[CH:31][CH:30]=2)[S:14]([C:17]2[CH:27]=[CH:26][C:20]([C:21]([O:23]CC)=[O:22])=[CH:19][CH:18]=2)(=[O:16])=[O:15])[N:3]=1.[H-].[Na+].[CH3:42][CH:43]([OH:45])[CH3:44].Cl. The catalyst is O1CCCC1.C(Cl)(Cl)Cl. The product is [CH:43]([O:45][C:2]1[C:11]2[C:6](=[CH:7][CH:8]=[CH:9][CH:10]=2)[C:5]([CH3:12])=[C:4]([N:13]([CH2:28][C:29]2[CH:34]=[CH:33][C:32]([O:35][C:36]([F:38])([F:39])[F:37])=[CH:31][CH:30]=2)[S:14]([C:17]2[CH:18]=[CH:19][C:20]([C:21]([OH:23])=[O:22])=[CH:26][CH:27]=2)(=[O:16])=[O:15])[N:3]=1)([CH3:44])[CH3:42]. The yield is 0.580.